This data is from Reaction yield outcomes from USPTO patents with 853,638 reactions. The task is: Predict the reaction yield, written as a fraction of the theoretical maximum amount of product (1.0 means a 100% yield; for example, 0.34 means a 34% yield). The reactants are [Cl:1][C:2]1[N:7]=[CH:6][C:5]([CH2:8]O)=[CH:4][CH:3]=1.O=S(Cl)Cl.[C-:14]#[N:15].[K+].C([O-])([O-])=O.[K+].[K+]. The catalyst is O.CO.C1C=CC=CC=1. The product is [Cl:1][C:2]1[N:7]=[CH:6][C:5]([CH2:8][C:14]#[N:15])=[CH:4][CH:3]=1. The yield is 0.550.